This data is from NCI-60 drug combinations with 297,098 pairs across 59 cell lines. The task is: Regression. Given two drug SMILES strings and cell line genomic features, predict the synergy score measuring deviation from expected non-interaction effect. Drug 1: CCC1(C2=C(COC1=O)C(=O)N3CC4=CC5=C(C=CC(=C5CN(C)C)O)N=C4C3=C2)O.Cl. Drug 2: N.N.Cl[Pt+2]Cl. Cell line: A498. Synergy scores: CSS=23.6, Synergy_ZIP=-10.4, Synergy_Bliss=-1.05, Synergy_Loewe=-7.14, Synergy_HSA=0.420.